This data is from NCI-60 drug combinations with 297,098 pairs across 59 cell lines. The task is: Regression. Given two drug SMILES strings and cell line genomic features, predict the synergy score measuring deviation from expected non-interaction effect. (1) Drug 1: CC(C1=C(C=CC(=C1Cl)F)Cl)OC2=C(N=CC(=C2)C3=CN(N=C3)C4CCNCC4)N. Drug 2: C1=CC=C(C(=C1)C(C2=CC=C(C=C2)Cl)C(Cl)Cl)Cl. Cell line: HT29. Synergy scores: CSS=19.4, Synergy_ZIP=2.42, Synergy_Bliss=11.2, Synergy_Loewe=6.17, Synergy_HSA=9.29. (2) Drug 1: CCCS(=O)(=O)NC1=C(C(=C(C=C1)F)C(=O)C2=CNC3=C2C=C(C=N3)C4=CC=C(C=C4)Cl)F. Synergy scores: CSS=33.0, Synergy_ZIP=5.43, Synergy_Bliss=2.37, Synergy_Loewe=-15.9, Synergy_HSA=-5.17. Drug 2: C1=CC(=CC=C1CCC2=CNC3=C2C(=O)NC(=N3)N)C(=O)NC(CCC(=O)O)C(=O)O. Cell line: HCC-2998. (3) Drug 1: C1C(C(OC1N2C=NC3=C(N=C(N=C32)Cl)N)CO)O. Drug 2: C1=CN(C=N1)CC(O)(P(=O)(O)O)P(=O)(O)O. Cell line: TK-10. Synergy scores: CSS=16.4, Synergy_ZIP=-5.17, Synergy_Bliss=-2.83, Synergy_Loewe=-10.5, Synergy_HSA=-2.56. (4) Drug 1: CN(C)C1=NC(=NC(=N1)N(C)C)N(C)C. Drug 2: CCCS(=O)(=O)NC1=C(C(=C(C=C1)F)C(=O)C2=CNC3=C2C=C(C=N3)C4=CC=C(C=C4)Cl)F. Cell line: HOP-62. Synergy scores: CSS=10.7, Synergy_ZIP=6.96, Synergy_Bliss=13.7, Synergy_Loewe=6.52, Synergy_HSA=8.22. (5) Synergy scores: CSS=71.3, Synergy_ZIP=7.42, Synergy_Bliss=6.95, Synergy_Loewe=4.98, Synergy_HSA=8.30. Drug 2: C#CCC(CC1=CN=C2C(=N1)C(=NC(=N2)N)N)C3=CC=C(C=C3)C(=O)NC(CCC(=O)O)C(=O)O. Drug 1: CC1=C2C(C(=O)C3(C(CC4C(C3C(C(C2(C)C)(CC1OC(=O)C(C(C5=CC=CC=C5)NC(=O)OC(C)(C)C)O)O)OC(=O)C6=CC=CC=C6)(CO4)OC(=O)C)OC)C)OC. Cell line: MDA-MB-435. (6) Drug 1: C1=CN(C(=O)N=C1N)C2C(C(C(O2)CO)O)O.Cl. Drug 2: C1C(C(OC1N2C=NC(=NC2=O)N)CO)O. Cell line: M14. Synergy scores: CSS=63.7, Synergy_ZIP=2.76, Synergy_Bliss=4.26, Synergy_Loewe=-4.49, Synergy_HSA=5.08.